This data is from Full USPTO retrosynthesis dataset with 1.9M reactions from patents (1976-2016). The task is: Predict the reactants needed to synthesize the given product. (1) Given the product [CH2:81]([O:80][C:78](=[O:79])[CH2:77][CH2:76][NH:75][C:61](=[O:62])[CH2:60][CH:51]1[O:50][CH:49]([C:64]2[CH:69]=[CH:68][CH:67]=[C:66]([O:70][CH3:71])[C:65]=2[O:72][CH3:73])[C:48]2[CH:74]=[C:44]([Cl:43])[CH:45]=[CH:46][C:47]=2[N:53]2[C:54]([CH:57]([CH3:58])[CH3:59])=[N:55][N:56]=[C:52]12)[CH3:82], predict the reactants needed to synthesize it. The reactants are: C1CN([P+](ON2N=NC3C=CC=CC2=3)(N2CCCC2)N2CCCC2)CC1.F[P-](F)(F)(F)(F)F.C(N(CC)C(C)C)(C)C.[Cl:43][C:44]1[CH:45]=[CH:46][C:47]2[N:53]3[C:54]([CH:57]([CH3:59])[CH3:58])=[N:55][N:56]=[C:52]3[CH:51]([CH2:60][C:61](O)=[O:62])[O:50][CH:49]([C:64]3[CH:69]=[CH:68][CH:67]=[C:66]([O:70][CH3:71])[C:65]=3[O:72][CH3:73])[C:48]=2[CH:74]=1.[NH2:75][CH2:76][CH2:77][C:78]([O:80][CH2:81][CH3:82])=[O:79]. (2) Given the product [CH:19]([N:15]1[C:14]([C:8]2[S:9][C:10]3[CH2:11][CH2:12][O:13][C:4]4[CH:3]=[C:2]([C:32]5[CH:31]=[N:30][N:29]([CH2:28][S:25]([CH3:24])(=[O:27])=[O:26])[CH:33]=5)[CH:23]=[CH:22][C:5]=4[C:6]=3[N:7]=2)=[N:18][CH:17]=[N:16]1)([CH3:21])[CH3:20], predict the reactants needed to synthesize it. The reactants are: Br[C:2]1[CH:23]=[CH:22][C:5]2[C:6]3[N:7]=[C:8]([C:14]4[N:15]([CH:19]([CH3:21])[CH3:20])[N:16]=[CH:17][N:18]=4)[S:9][C:10]=3[CH2:11][CH2:12][O:13][C:4]=2[CH:3]=1.[CH3:24][S:25]([CH2:28][N:29]1[CH:33]=[C:32](B2OC(C)(C)C(C)(C)O2)[CH:31]=[N:30]1)(=[O:27])=[O:26]. (3) Given the product [C:24]12([CH:19]([NH:18][C:3]3[C:2]([F:1])=[CH:7][N:6]=[C:5]([C:8]4[C:16]5[C:11](=[N:12][CH:13]=[C:14]([F:17])[CH:15]=5)[NH:10][CH:9]=4)[N:4]=3)[CH2:20][C:21]([OH:23])=[O:22])[CH2:30][CH:34]3[CH2:35][CH:28]([CH2:27][CH:26]([CH2:31]3)[CH2:25]1)[CH2:29]2, predict the reactants needed to synthesize it. The reactants are: [F:1][C:2]1[C:3]([NH:18][CH:19]([C:24]2([CH3:30])[CH2:29][CH2:28][CH2:27][CH2:26][CH2:25]2)[CH2:20][C:21]([OH:23])=[O:22])=[N:4][C:5]([C:8]2[C:16]3[C:11](=[N:12][CH:13]=[C:14]([F:17])[CH:15]=3)[NH:10][CH:9]=2)=[N:6][CH:7]=1.[CH:31](O)=O.[C:34](#N)[CH3:35]. (4) Given the product [C:1]([C:5]1[CH:10]=[CH:9][CH:8]=[CH:7][C:6]=1[N:11]1[CH2:16][CH2:15][N:14]([C:17]([C:19]2[CH:23]=[C:22]([O:24][CH2:25][C:26]([OH:28])=[O:27])[N:21]([CH3:30])[N:20]=2)=[O:18])[CH2:13][CH2:12]1)([CH3:4])([CH3:2])[CH3:3], predict the reactants needed to synthesize it. The reactants are: [C:1]([C:5]1[CH:10]=[CH:9][CH:8]=[CH:7][C:6]=1[N:11]1[CH2:16][CH2:15][N:14]([C:17]([C:19]2[CH:23]=[C:22]([O:24][CH2:25][C:26]([O:28]C)=[O:27])[N:21]([CH3:30])[N:20]=2)=[O:18])[CH2:13][CH2:12]1)([CH3:4])([CH3:3])[CH3:2].[OH-].[Na+]. (5) Given the product [CH3:2][O:3][C:4]1[CH:5]=[C:6]([C@@H:10]2[CH2:14][N:13]([CH2:39][C:40]([F:43])([F:42])[F:41])[CH2:12][C@H:11]2[NH:15][C:16]([NH:18][C:19]2[N:23]([C:24]3[CH:29]=[CH:28][CH:27]=[CH:26][CH:25]=3)[N:22]=[C:21]3[CH2:30][CH2:31][CH2:32][C:20]=23)=[O:17])[CH:7]=[CH:8][CH:9]=1, predict the reactants needed to synthesize it. The reactants are: Cl.[CH3:2][O:3][C:4]1[CH:5]=[C:6]([C@@H:10]2[CH2:14][NH:13][CH2:12][C@H:11]2[NH:15][C:16]([NH:18][C:19]2[N:23]([C:24]3[CH:29]=[CH:28][CH:27]=[CH:26][CH:25]=3)[N:22]=[C:21]3[CH2:30][CH2:31][CH2:32][C:20]=23)=[O:17])[CH:7]=[CH:8][CH:9]=1.FC(F)(F)S(O[CH2:39][C:40]([F:43])([F:42])[F:41])(=O)=O.CCN(C(C)C)C(C)C. (6) Given the product [Cl:14][C:11]1[CH:10]=[CH:9][C:8]([CH:2]([NH:1][C:20](=[O:26])[CH2:19][C:18]([CH:15]2[CH2:17][CH2:16]2)=[O:27])[C:3]([O:5][CH2:6][CH3:7])=[O:4])=[CH:13][CH:12]=1, predict the reactants needed to synthesize it. The reactants are: [NH2:1][CH:2]([C:8]1[CH:13]=[CH:12][C:11]([Cl:14])=[CH:10][CH:9]=1)[C:3]([O:5][CH2:6][CH3:7])=[O:4].[CH:15]1([C:18](=[O:27])[CH2:19][C:20](=[O:26])SC(C)(C)C)[CH2:17][CH2:16]1. (7) Given the product [CH3:1][O:2][C:3](=[O:13])[CH:4]([C:5]1[CH:10]=[CH:9][C:8]([O:11][C:15]2[CH:16]=[CH:17][C:18]([CH:22]=[O:23])=[C:19]([CH3:21])[N:20]=2)=[CH:7][CH:6]=1)[OH:12], predict the reactants needed to synthesize it. The reactants are: [CH3:1][O:2][C:3](=[O:13])[CH:4]([OH:12])[C:5]1[CH:10]=[CH:9][C:8]([OH:11])=[CH:7][CH:6]=1.Cl[C:15]1[N:20]=[C:19]([CH3:21])[C:18]([CH:22]=[O:23])=[CH:17][CH:16]=1.C([O-])([O-])=O.[K+].[K+]. (8) The reactants are: Cl[C:2]1[O:3][C:4]2[C:5](=[C:7]([C:19]#[N:20])[C:8]([CH3:18])=[C:9]([C:12]3[CH:17]=[CH:16][CH:15]=[CH:14][CH:13]=3)[C:10]=2[F:11])[N:6]=1.C(N(C(C)C)CC)(C)C.[NH:30]1[CH2:33][CH:32]([CH2:34][C:35]([O:37][CH2:38][CH3:39])=[O:36])[CH2:31]1. Given the product [C:19]([C:7]1[C:5]2[N:6]=[C:2]([N:30]3[CH2:33][CH:32]([CH2:34][C:35]([O:37][CH2:38][CH3:39])=[O:36])[CH2:31]3)[O:3][C:4]=2[C:10]([F:11])=[C:9]([C:12]2[CH:17]=[CH:16][CH:15]=[CH:14][CH:13]=2)[C:8]=1[CH3:18])#[N:20], predict the reactants needed to synthesize it. (9) Given the product [CH3:30][S:31]([OH:34])(=[O:33])=[O:32].[F:20][C:11]1[C:12]([NH2:16])=[N:13][CH:14]=[CH:15][C:10]=1[CH2:9][C:5]1[C:4](=[O:21])[O:3][C:1]2[CH:2]=[C:22]([OH:23])[CH:24]=[CH:25][C:27]=2[C:6]=1[CH3:7], predict the reactants needed to synthesize it. The reactants are: [CH2:1]([O:3][C:4](=[O:21])[CH:5]([CH2:9][C:10]1[CH:15]=[CH:14][N:13]=[C:12]([NH:16]C(=O)C)[C:11]=1[F:20])[C:6](=O)[CH3:7])[CH3:2].[C:22]1(C=C[CH:27]=[C:25](O)[CH:24]=1)[OH:23].[CH3:30][S:31]([OH:34])(=[O:33])=[O:32].O. (10) Given the product [C:3]([NH:6][C:7]1[CH:12]=[CH:11][C:10]([CH2:13][NH:14][C:15]([C:17]2[CH:18]=[N:19][C:20]3[C:25]([C:26]=2[NH:27][C:28]2[CH:29]=[C:30]([CH:36]=[CH:37][CH:38]=2)[C:31]([OH:33])=[O:32])=[CH:24][CH:23]=[C:22]([C:39]2[C:40]([CH3:45])=[N:41][O:42][C:43]=2[CH3:44])[CH:21]=3)=[O:16])=[CH:9][CH:8]=1)(=[O:5])[CH3:4], predict the reactants needed to synthesize it. The reactants are: [OH-].[Na+].[C:3]([NH:6][C:7]1[CH:12]=[CH:11][C:10]([CH2:13][NH:14][C:15]([C:17]2[CH:18]=[N:19][C:20]3[C:25]([C:26]=2[NH:27][C:28]2[CH:29]=[C:30]([CH:36]=[CH:37][CH:38]=2)[C:31]([O:33]CC)=[O:32])=[CH:24][CH:23]=[C:22]([C:39]2[C:40]([CH3:45])=[N:41][O:42][C:43]=2[CH3:44])[CH:21]=3)=[O:16])=[CH:9][CH:8]=1)(=[O:5])[CH3:4].